This data is from Full USPTO retrosynthesis dataset with 1.9M reactions from patents (1976-2016). The task is: Predict the reactants needed to synthesize the given product. (1) Given the product [Br:15][C:16]1[N:17]=[C:18]([NH:2][C:1](=[O:8])[O:3][C:4]([CH3:7])([CH3:6])[CH3:5])[CH:19]=[C:20]([CH3:22])[CH:21]=1, predict the reactants needed to synthesize it. The reactants are: [C:1](=[O:8])([O:3][C:4]([CH3:7])([CH3:6])[CH3:5])[NH2:2].CC(C)([O-])C.[Na+].[Br:15][C:16]1[CH:21]=[C:20]([CH3:22])[CH:19]=[C:18](Br)[N:17]=1.CC1CCCO1. (2) Given the product [CH2:40]([C:41]1[N:8]([C:9]2[C:17]3[O:16][CH2:15][C@H:14]([N:18]([C:33](=[O:38])[C:34]([F:37])([F:36])[F:35])[C:19]4[CH:32]=[CH:31][C:22]5[C@H:23]([CH2:26][C:27]([O:29][CH3:30])=[O:28])[CH2:24][O:25][C:21]=5[CH:20]=4)[C:13]=3[CH:12]=[CH:11][CH:10]=2)[C:3]2[CH:4]=[CH:5][CH:6]=[CH:7][C:2]=2[N:1]=1)[CH3:39], predict the reactants needed to synthesize it. The reactants are: [NH2:1][C:2]1[CH:7]=[CH:6][CH:5]=[CH:4][C:3]=1[NH:8][C:9]1[C:17]2[O:16][CH2:15][C@H:14]([N:18]([C:33](=[O:38])[C:34]([F:37])([F:36])[F:35])[C:19]3[CH:32]=[CH:31][C:22]4[C@H:23]([CH2:26][C:27]([O:29][CH3:30])=[O:28])[CH2:24][O:25][C:21]=4[CH:20]=3)[C:13]=2[CH:12]=[CH:11][CH:10]=1.[C:39](Cl)(=O)[CH2:40][CH3:41].C(=O)([O-])O.[Na+]. (3) The reactants are: [N:1]1[CH:6]=[CH:5][CH:4]=[N:3][C:2]=1[O:7][CH:8]([C:10]1[CH:18]=[CH:17][C:13]([C:14]([OH:16])=O)=[CH:12][CH:11]=1)[CH3:9].Cl.CN(C)CCCN=C=NCC.C(N(CC)CC)C.[NH2:38][CH2:39][C:40]1[C:41]([OH:48])=[N:42][C:43]([CH3:47])=[CH:44][C:45]=1[CH3:46]. Given the product [OH:48][C:41]1[C:40]([CH2:39][NH:38][C:14](=[O:16])[C:13]2[CH:12]=[CH:11][C:10]([CH:8]([O:7][C:2]3[N:1]=[CH:6][CH:5]=[CH:4][N:3]=3)[CH3:9])=[CH:18][CH:17]=2)=[C:45]([CH3:46])[CH:44]=[C:43]([CH3:47])[N:42]=1, predict the reactants needed to synthesize it. (4) Given the product [C:15]1([CH:14]([C:21]2[CH:26]=[CH:25][CH:24]=[CH:23][CH:22]=2)[CH2:13][NH:12][C:10]2[C:9]3[C:4](=[CH:5][CH:6]=[CH:7][CH:8]=3)[N:3]=[C:2]([C:35]3[CH:36]=[C:37]4[C:42](=[CH:43][CH:44]=3)[N:41]=[CH:40][CH:39]=[N:38]4)[N:11]=2)[CH:20]=[CH:19][CH:18]=[CH:17][CH:16]=1, predict the reactants needed to synthesize it. The reactants are: Cl[C:2]1[N:11]=[C:10]([NH:12][CH2:13][CH:14]([C:21]2[CH:26]=[CH:25][CH:24]=[CH:23][CH:22]=2)[C:15]2[CH:20]=[CH:19][CH:18]=[CH:17][CH:16]=2)[C:9]2[C:4](=[CH:5][CH:6]=[CH:7][CH:8]=2)[N:3]=1.CC1(C)C(C)(C)OB([C:35]2[CH:36]=[C:37]3[C:42](=[CH:43][CH:44]=2)[N:41]=[CH:40][CH:39]=[N:38]3)O1.C(NC1C2C(=CC=CC=2)N=C(C2SC3C=CC=CC=3C=2)N=1)(C1C=CC=CC=1)C1C=CC=CC=1. (5) Given the product [OH:26][C:9]1([C:4]2[CH:5]=[CH:6][C:7]3[NH:8][C:27]([NH:28][CH3:29])=[N:1][C:2]=3[CH:3]=2)[C:17]2[C:12](=[CH:13][CH:14]=[CH:15][CH:16]=2)[C:11](=[O:18])[N:10]1[CH2:19][C:20]1[CH:21]=[CH:22][CH:23]=[CH:24][CH:25]=1, predict the reactants needed to synthesize it. The reactants are: [NH2:1][C:2]1[CH:3]=[C:4]([C:9]2([OH:26])[C:17]3[C:12](=[CH:13][CH:14]=[CH:15][CH:16]=3)[C:11](=[O:18])[N:10]2[CH2:19][C:20]2[CH:25]=[CH:24][CH:23]=[CH:22][CH:21]=2)[CH:5]=[CH:6][C:7]=1[NH2:8].[CH3:27][N:28]=[C:29]=S.Cl. (6) Given the product [CH3:13][O:12][C:4]1[CH:3]=[C:2]([B:19]([OH:22])[OH:20])[CH:7]=[CH:6][C:5]=1[O:8][CH2:9][O:10][CH3:11], predict the reactants needed to synthesize it. The reactants are: Br[C:2]1[CH:7]=[CH:6][C:5]([O:8][CH2:9][O:10][CH3:11])=[C:4]([O:12][CH3:13])[CH:3]=1.[Li]CCCC.[B:19](OC)([O:22]C)[O:20]C.C(OCC)(=O)C. (7) The reactants are: [F:1][C:2]1[CH:3]=[C:4]([CH2:9][C:10]([NH:12][C@H:13]([C:15]([OH:17])=O)[CH3:14])=[O:11])[CH:5]=[C:6]([F:8])[CH:7]=1.Cl.[CH3:19][O:20][C:21](=[O:24])[CH2:22][NH2:23]. Given the product [CH3:19][O:20][C:21](=[O:24])[CH2:22][NH:23][C:15](=[O:17])[C@H:13]([CH3:14])[NH:12][C:10](=[O:11])[CH2:9][C:4]1[CH:5]=[C:6]([F:8])[CH:7]=[C:2]([F:1])[CH:3]=1, predict the reactants needed to synthesize it. (8) The reactants are: Cl[C:2]1[C:7]([C:8]2[CH:13]=[CH:12][C:11]([CH3:14])=[CH:10][CH:9]=2)=[C:6]([Cl:15])[N:5]=[CH:4][N:3]=1.[K+].[CH2:17]([S:19]([NH-:22])(=[O:21])=[O:20])[CH3:18].Cl. Given the product [Cl:15][C:6]1[N:5]=[CH:4][N:3]=[C:2]([NH:22][S:19]([CH2:17][CH3:18])(=[O:21])=[O:20])[C:7]=1[C:8]1[CH:13]=[CH:12][C:11]([CH3:14])=[CH:10][CH:9]=1, predict the reactants needed to synthesize it.